This data is from NCI-60 drug combinations with 297,098 pairs across 59 cell lines. The task is: Regression. Given two drug SMILES strings and cell line genomic features, predict the synergy score measuring deviation from expected non-interaction effect. (1) Drug 1: C1CC(=O)NC(=O)C1N2CC3=C(C2=O)C=CC=C3N. Drug 2: CCC1=C2CN3C(=CC4=C(C3=O)COC(=O)C4(CC)O)C2=NC5=C1C=C(C=C5)O. Cell line: ACHN. Synergy scores: CSS=13.3, Synergy_ZIP=-0.476, Synergy_Bliss=0.731, Synergy_Loewe=-16.0, Synergy_HSA=1.19. (2) Drug 1: C1=CN(C=N1)CC(O)(P(=O)(O)O)P(=O)(O)O. Drug 2: C1C(C(OC1N2C=NC3=C2NC=NCC3O)CO)O. Cell line: HOP-62. Synergy scores: CSS=-1.55, Synergy_ZIP=2.96, Synergy_Bliss=3.10, Synergy_Loewe=0.767, Synergy_HSA=-2.74. (3) Drug 1: CC1=C2C(C(=O)C3(C(CC4C(C3C(C(C2(C)C)(CC1OC(=O)C(C(C5=CC=CC=C5)NC(=O)OC(C)(C)C)O)O)OC(=O)C6=CC=CC=C6)(CO4)OC(=O)C)OC)C)OC. Drug 2: CC1=C(C=C(C=C1)NC(=O)C2=CC=C(C=C2)CN3CCN(CC3)C)NC4=NC=CC(=N4)C5=CN=CC=C5. Cell line: SW-620. Synergy scores: CSS=67.3, Synergy_ZIP=17.0, Synergy_Bliss=15.5, Synergy_Loewe=-21.1, Synergy_HSA=11.4.